This data is from Forward reaction prediction with 1.9M reactions from USPTO patents (1976-2016). The task is: Predict the product of the given reaction. (1) Given the reactants [CH2:1]([N:8]1[C:12]([C:13]([F:16])([F:15])[F:14])=[C:11](Br)[C:10]([C:18]2[CH:23]=[CH:22][C:21]([Cl:24])=[CH:20][CH:19]=2)=[C:9]1[C:25]([N:27]([CH2:29][C:30]([CH3:33])([CH3:32])[CH3:31])[CH3:28])=[O:26])[C:2]1[CH:7]=[CH:6][CH:5]=[CH:4][CH:3]=1.[CH:34]1(B(O)O)[CH2:36][CH2:35]1.CC(C1C=C(C(C)C)C(C2C(P(C3CCCCC3)C3CCCCC3)=CC=CC=2)=C(C(C)C)C=1)C.[O-]P([O-])([O-])=O.[K+].[K+].[K+], predict the reaction product. The product is: [CH2:1]([N:8]1[C:12]([C:13]([F:16])([F:15])[F:14])=[C:11]([CH:34]2[CH2:36][CH2:35]2)[C:10]([C:18]2[CH:23]=[CH:22][C:21]([Cl:24])=[CH:20][CH:19]=2)=[C:9]1[C:25]([N:27]([CH2:29][C:30]([CH3:33])([CH3:32])[CH3:31])[CH3:28])=[O:26])[C:2]1[CH:7]=[CH:6][CH:5]=[CH:4][CH:3]=1. (2) Given the reactants COC1C=CC(C[NH:8][C:9]2[CH:14]=[C:13]([N+:15]([O-:17])=[O:16])[CH:12]=[C:11]([O:18][CH2:19][CH2:20][O:21][CH3:22])[CH:10]=2)=CC=1, predict the reaction product. The product is: [CH3:22][O:21][CH2:20][CH2:19][O:18][C:11]1[CH:10]=[C:9]([CH:14]=[C:13]([N+:15]([O-:17])=[O:16])[CH:12]=1)[NH2:8].